Dataset: Full USPTO retrosynthesis dataset with 1.9M reactions from patents (1976-2016). Task: Predict the reactants needed to synthesize the given product. (1) The reactants are: [CH3:1][C:2]1[NH:3][CH:4]=[C:5]([C:7]([OH:9])=O)[N:6]=1.Cl.[Cl:11][C:12]1[CH:13]=[C:14]([C:19]2[O:23][C:22]([CH2:24][CH2:25][NH2:26])=[CH:21][CH:20]=2)[CH:15]=[CH:16][C:17]=1[Cl:18]. Given the product [ClH:11].[Cl:11][C:12]1[CH:13]=[C:14]([C:19]2[O:23][C:22]([CH2:24][CH2:25][NH:26][C:7]([C:5]3[N:6]=[C:2]([CH3:1])[NH:3][CH:4]=3)=[O:9])=[CH:21][CH:20]=2)[CH:15]=[CH:16][C:17]=1[Cl:18], predict the reactants needed to synthesize it. (2) Given the product [NH2:24][C:22]1[C:23]2=[C:15]([C:10]3[CH:11]=[CH:12][C:13]4[C:8]([CH:9]=3)=[N:7][N:6]([CH2:5][CH:1]3[CH2:2][CH2:3][CH2:4]3)[CH:14]=4)[CH:16]=[C:17]([CH:25]3[CH2:30][CH2:29][N:28]([C:33]([N:35]([CH3:37])[CH3:36])=[O:34])[CH2:27][CH2:26]3)[N:18]2[N:19]=[CH:20][N:21]=1, predict the reactants needed to synthesize it. The reactants are: [CH:1]1([CH2:5][N:6]2[CH:14]=[C:13]3[C:8]([CH:9]=[C:10]([C:15]4[CH:16]=[C:17]([CH:25]5[CH2:30][CH2:29][NH:28][CH2:27][CH2:26]5)[N:18]5[C:23]=4[C:22]([NH2:24])=[N:21][CH:20]=[N:19]5)[CH:11]=[CH:12]3)=[N:7]2)[CH2:4][CH2:3][CH2:2]1.ClC[C:33]([N:35]([CH3:37])[CH3:36])=[O:34]. (3) Given the product [F:1][C:2]1[CH:7]=[CH:6][C:5]([C:8]2[N:23]([CH2:24][CH2:25][C@H:26]3[O:31][C:30]4([CH2:36][CH2:35][CH2:34][CH2:33][CH2:32]4)[O:29][C@@H:28]([CH2:37][C:38]([O:40][CH2:41][CH3:42])=[O:39])[CH2:27]3)[C:11]([CH:12]([CH3:14])[CH3:13])=[CH:10][C:9]=2[C:16]2[CH:21]=[CH:20][CH:19]=[CH:18][CH:17]=2)=[CH:4][CH:3]=1, predict the reactants needed to synthesize it. The reactants are: [F:1][C:2]1[CH:7]=[CH:6][C:5]([C:8](=O)[CH:9]([C:16]2[CH:21]=[CH:20][CH:19]=[CH:18][CH:17]=2)[CH2:10][C:11](=O)[CH:12]([CH3:14])[CH3:13])=[CH:4][CH:3]=1.[NH2:23][CH2:24][CH2:25][C@H:26]1[O:31][C:30]2([CH2:36][CH2:35][CH2:34][CH2:33][CH2:32]2)[O:29][C@@H:28]([CH2:37][C:38]([O:40][CH2:41][CH3:42])=[O:39])[CH2:27]1. (4) Given the product [C:11]([O:15][C:16](=[O:29])[NH:17][CH:18]([C:22]1[CH:23]=[CH:24][C:25]([F:28])=[CH:26][CH:27]=1)[CH2:19][CH2:20][NH:21][C:2]1[N:10]=[CH:9][N:8]=[C:7]2[C:3]=1[N:4]=[CH:5][NH:6]2)([CH3:14])([CH3:12])[CH3:13], predict the reactants needed to synthesize it. The reactants are: Cl[C:2]1[N:10]=[CH:9][N:8]=[C:7]2[C:3]=1[NH:4][CH:5]=[N:6]2.[C:11]([O:15][C:16](=[O:29])[NH:17][CH:18]([C:22]1[CH:27]=[CH:26][C:25]([F:28])=[CH:24][CH:23]=1)[CH2:19][CH2:20][NH2:21])([CH3:14])([CH3:13])[CH3:12].C(N(CC)CC)C. (5) The reactants are: [C:1]1([CH3:14])[CH:6]=[CH:5][C:4]([CH2:7][S:8]([CH2:11][C:12]#[N:13])(=[O:10])=[O:9])=[CH:3][CH:2]=1.[CH2:15]([O:17][CH:18](OCC)OCC)[CH3:16].C(OC(=O)C)(=O)C. Given the product [CH2:15]([O:17][CH:18]=[C:11]([S:8]([CH2:7][C:4]1[CH:3]=[CH:2][C:1]([CH3:14])=[CH:6][CH:5]=1)(=[O:9])=[O:10])[C:12]#[N:13])[CH3:16], predict the reactants needed to synthesize it. (6) The reactants are: [Si:1]([O:8][CH2:9][C@H:10]1[CH2:19][C:18]2[C:13](=[CH:14][CH:15]=[CH:16][C:17]=2[CH2:20][CH2:21][C:22]([CH3:25])([OH:24])[CH3:23])[C@H:12]([CH3:26])[NH:11]1)([C:4]([CH3:7])([CH3:6])[CH3:5])([CH3:3])[CH3:2].C(N(C(C)C)CC)(C)C.[Cl:36][C:37]1[CH:42]=[CH:41][C:40]([O:43][CH3:44])=[CH:39][C:38]=1[CH2:45][C:46](O)=[O:47].F[P-](F)(F)(F)(F)F.N1(OC(N(C)C)=[N+](C)C)C2N=CC=CC=2N=N1. Given the product [Si:1]([O:8][CH2:9][C@H:10]1[CH2:19][C:18]2[C:13](=[CH:14][CH:15]=[CH:16][C:17]=2[CH2:20][CH2:21][C:22]([OH:24])([CH3:25])[CH3:23])[C@H:12]([CH3:26])[N:11]1[C:46](=[O:47])[CH2:45][C:38]1[CH:39]=[C:40]([O:43][CH3:44])[CH:41]=[CH:42][C:37]=1[Cl:36])([C:4]([CH3:7])([CH3:6])[CH3:5])([CH3:3])[CH3:2], predict the reactants needed to synthesize it.